Dataset: Forward reaction prediction with 1.9M reactions from USPTO patents (1976-2016). Task: Predict the product of the given reaction. (1) Given the reactants [Cl:1][C:2]1[CH:7]=[C:6]([CH:8]=[O:9])[CH:5]=[CH:4][C:3]=1[N:10]1[CH2:15][CH2:14][N:13](C(OC(C)(C)C)=O)[CH2:12][CH2:11]1.FC(F)(F)C(O)=O, predict the reaction product. The product is: [Cl:1][C:2]1[CH:7]=[C:6]([CH:5]=[CH:4][C:3]=1[N:10]1[CH2:15][CH2:14][NH:13][CH2:12][CH2:11]1)[CH:8]=[O:9]. (2) The product is: [CH:10]1[C:9]2[C:7](=[O:8])[C:6]([C:22]([OH:24])=[O:23])=[CH:5][N:4]([CH:3]3[CH2:2][CH2:1]3)[C:14]=2[CH:13]=[C:12]([N:15]2[CH2:16][CH2:17][NH:18][CH2:19][CH2:20]2)[C:11]=1[F:21].[ClH:26]. Given the reactants [CH2:1]1[CH:3]([N:4]2[C:14]3[C:9](=[CH:10][C:11]([F:21])=[C:12]([N:15]4[CH2:20][CH2:19][NH:18][CH2:17][CH2:16]4)[CH:13]=3)[C:7](=[O:8])[C:6]([C:22]([OH:24])=[O:23])=[CH:5]2)[CH2:2]1.O.[ClH:26], predict the reaction product. (3) Given the reactants Cl[C:2]1[N:7]=[C:6]([NH:8][C:9]2[CH:14]=[CH:13][CH:12]=[C:11]([O:15]C3CCCCO3)[CH:10]=2)[C:5]([Cl:22])=[CH:4][N:3]=1.[NH2:23][C:24]1[CH:25]=[C:26]([CH2:30][CH2:31][OH:32])[CH:27]=[CH:28][CH:29]=1, predict the reaction product. The product is: [Cl:22][C:5]1[C:6]([NH:8][C:9]2[CH:10]=[C:11]([OH:15])[CH:12]=[CH:13][CH:14]=2)=[N:7][C:2]([NH:23][C:24]2[CH:29]=[CH:28][CH:27]=[C:26]([CH2:30][CH2:31][OH:32])[CH:25]=2)=[N:3][CH:4]=1. (4) Given the reactants [CH3:1][O:2][CH2:3][CH2:4][CH2:5][N:6]1[C:11]2[CH:12]=[C:13]([CH3:16])[CH:14]=[CH:15][C:10]=2[O:9][C:8]([CH3:23])([C:17]2[CH:22]=[CH:21][CH:20]=[CH:19][CH:18]=2)[C:7]1=[O:24].[Br:25]N1C(=O)CCC1=O.N(C(C)(C)C#N)=NC(C)(C)C#N.C(OOC(=O)C1C=CC=CC=1)(=O)C1C=CC=CC=1, predict the reaction product. The product is: [Br:25][CH2:16][C:13]1[CH:14]=[CH:15][C:10]2[O:9][C:8]([CH3:23])([C:17]3[CH:18]=[CH:19][CH:20]=[CH:21][CH:22]=3)[C:7](=[O:24])[N:6]([CH2:5][CH2:4][CH2:3][O:2][CH3:1])[C:11]=2[CH:12]=1. (5) Given the reactants [NH2:1][C:2]([C:4]1[N:8]2[C:9]3[CH:43]=[CH:42][C:41]([Cl:44])=[CH:40][C:10]=3[C@@H:11]([C:30]3[CH:35]=[CH:34][CH:33]=[C:32]([O:36][CH3:37])[C:31]=3[O:38][CH3:39])[O:12][C@H:13]([CH2:14][CH2:15][C:16]([N:18]3[CH2:23][CH2:22][CH:21]([CH2:24][C:25]([O:27]CC)=[O:26])[CH2:20][CH2:19]3)=[O:17])[C:7]2=[CH:6][CH:5]=1)=[O:3], predict the reaction product. The product is: [NH2:1][C:2]([C:4]1[N:8]2[C:9]3[CH:43]=[CH:42][C:41]([Cl:44])=[CH:40][C:10]=3[C@@H:11]([C:30]3[CH:35]=[CH:34][CH:33]=[C:32]([O:36][CH3:37])[C:31]=3[O:38][CH3:39])[O:12][C@H:13]([CH2:14][CH2:15][C:16]([N:18]3[CH2:23][CH2:22][CH:21]([CH2:24][C:25]([OH:27])=[O:26])[CH2:20][CH2:19]3)=[O:17])[C:7]2=[CH:6][CH:5]=1)=[O:3]. (6) Given the reactants [N:1]1[CH:6]=[CH:5][CH:4]=[CH:3][C:2]=1[CH2:7][CH2:8][OH:9].[C:23]1(P([C:23]2[CH:28]=[CH:27][CH:26]=[CH:25][CH:24]=2)[C:23]2[CH:28]=[CH:27][CH:26]=[CH:25][CH:24]=2)[CH:28]=[CH:27][CH:26]=[CH:25][CH:24]=1.N([C:37]([O:39][CH:40]([CH3:42])C)=[O:38])=N[C:37]([O:39][CH:40](C)[CH3:42])=[O:38].[CH2:43]1[CH2:47][O:46][CH2:45][CH2:44]1.[CH:48]1[CH:53]=C[CH:51]=[CH:50][CH:49]=1, predict the reaction product. The product is: [CH2:40]([O:39][C:37]([C:51]1[C:47](=[O:46])[C:43]2[C:49]([C:50]=1[C:23]1[CH:24]=[CH:25][CH:26]=[CH:27][CH:28]=1)=[CH:48][CH:53]=[C:45]([O:9][CH2:8][CH2:7][C:2]1[CH:3]=[CH:4][CH:5]=[CH:6][N:1]=1)[CH:44]=2)=[O:38])[CH3:42]. (7) Given the reactants [CH2:1]([O:3][C:4]1[CH:5]=[C:6]([NH:11][C:12]2[CH:17]=[CH:16][CH:15]=[CH:14][N:13]=2)[C:7]([NH2:10])=[CH:8][CH:9]=1)[CH3:2].[CH3:18][C:19]1[O:23][N:22]=[C:21]([NH:24][C:25](=O)[O:26]C2C=CC=CC=2)[CH:20]=1, predict the reaction product. The product is: [CH2:1]([O:3][C:4]1[CH:9]=[CH:8][C:7]([NH:10][C:25]([NH:24][C:21]2[CH:20]=[C:19]([CH3:18])[O:23][N:22]=2)=[O:26])=[C:6]([NH:11][C:12]2[CH:17]=[CH:16][CH:15]=[CH:14][N:13]=2)[CH:5]=1)[CH3:2]. (8) Given the reactants [N+:1]([C:4]1[N:9]=[CH:8][C:7]([N:10]2[CH2:15][CH2:14][NH:13][C:12](=[O:16])[CH2:11]2)=[CH:6][CH:5]=1)([O-])=O.[H][H], predict the reaction product. The product is: [NH2:1][C:4]1[N:9]=[CH:8][C:7]([N:10]2[CH2:15][CH2:14][NH:13][C:12](=[O:16])[CH2:11]2)=[CH:6][CH:5]=1.